Dataset: Catalyst prediction with 721,799 reactions and 888 catalyst types from USPTO. Task: Predict which catalyst facilitates the given reaction. (1) Reactant: [H-].[Na+].[Br:3][C:4]1[CH:12]=[CH:11][CH:10]=[C:9]2[C:5]=1[CH:6]=[N:7][NH:8]2.[C:13]1([S:19](Cl)(=[O:21])=[O:20])[CH:18]=[CH:17][CH:16]=[CH:15][CH:14]=1. Product: [Br:3][C:4]1[CH:12]=[CH:11][CH:10]=[C:9]2[C:5]=1[CH:6]=[N:7][N:8]2[S:19]([C:13]1[CH:18]=[CH:17][CH:16]=[CH:15][CH:14]=1)(=[O:21])=[O:20]. The catalyst class is: 1. (2) Reactant: Br[C:2]1[C:11]2[C:6](=[CH:7][C:8]([O:14][CH3:15])=[C:9]([O:12][CH3:13])[CH:10]=2)[N:5]=[N:4][CH:3]=1.[F:16][C:17]1[N:22]=[CH:21][C:20](B(O)O)=[CH:19][C:18]=1[CH3:26].C(=O)([O-])[O-].[Na+].[Na+]. Product: [F:16][C:17]1[N:22]=[CH:21][C:20]([C:2]2[C:11]3[C:6](=[CH:7][C:8]([O:14][CH3:15])=[C:9]([O:12][CH3:13])[CH:10]=3)[N:5]=[N:4][CH:3]=2)=[CH:19][C:18]=1[CH3:26]. The catalyst class is: 600. (3) Reactant: [CH:1]1([CH2:7][O:8][C:9]2[C:10]3[N:11]([C:15]([C:19]([NH:21][C@@H:22]4[CH2:26][N:25]([CH3:27])[C@H:24]([C:28](OC)=[O:29])[CH2:23]4)=[O:20])=[C:16]([CH3:18])[N:17]=3)[CH:12]=[CH:13][CH:14]=2)[CH2:6][CH2:5][CH2:4][CH2:3][CH2:2]1.[H-].C([Al+]CC(C)C)C(C)C.C1(C)C=CC=CC=1.[ClH:49]. Product: [ClH:49].[ClH:49].[CH:1]1([CH2:7][O:8][C:9]2[C:10]3[N:11]([C:15]([C:19]([NH:21][C@H:22]4[CH2:23][C@@H:24]([CH2:28][OH:29])[N:25]([CH3:27])[CH2:26]4)=[O:20])=[C:16]([CH3:18])[N:17]=3)[CH:12]=[CH:13][CH:14]=2)[CH2:6][CH2:5][CH2:4][CH2:3][CH2:2]1. The catalyst class is: 4.